From a dataset of Peptide-MHC class I binding affinity with 185,985 pairs from IEDB/IMGT. Regression. Given a peptide amino acid sequence and an MHC pseudo amino acid sequence, predict their binding affinity value. This is MHC class I binding data. (1) The peptide sequence is GITGGHIPK. The MHC is HLA-B58:01 with pseudo-sequence HLA-B58:01. The binding affinity (normalized) is 0.0847. (2) The peptide sequence is EREEELRKRL. The MHC is Mamu-B03 with pseudo-sequence Mamu-B03. The binding affinity (normalized) is 0.192. (3) The peptide sequence is ILMIFISSFL. The MHC is HLA-A68:02 with pseudo-sequence HLA-A68:02. The binding affinity (normalized) is 0.513. (4) The peptide sequence is IQPQWIAASI. The MHC is HLA-B08:01 with pseudo-sequence HLA-B08:01. The binding affinity (normalized) is 0.376. (5) The peptide sequence is IVFPKTFGW. The MHC is Mamu-B17 with pseudo-sequence Mamu-B17. The binding affinity (normalized) is 0.504. (6) The peptide sequence is HLTWSHAGY. The MHC is HLA-B39:01 with pseudo-sequence HLA-B39:01. The binding affinity (normalized) is 0.0847. (7) The peptide sequence is DSPATLSAY. The MHC is HLA-A26:01 with pseudo-sequence HLA-A26:01. The binding affinity (normalized) is 0.613. (8) The peptide sequence is LSHCWPWFK. The MHC is HLA-A25:01 with pseudo-sequence HLA-A25:01. The binding affinity (normalized) is 0.0847. (9) The peptide sequence is SDLGTWQM. The MHC is Mamu-A11 with pseudo-sequence Mamu-A11. The binding affinity (normalized) is 0.373. (10) The peptide sequence is NYNGLLSSI. The MHC is HLA-A02:01 with pseudo-sequence HLA-A02:01. The binding affinity (normalized) is 0.0847.